This data is from Full USPTO retrosynthesis dataset with 1.9M reactions from patents (1976-2016). The task is: Predict the reactants needed to synthesize the given product. Given the product [CH3:20][S:21]([O:1][C:2]1[CH:16]=[C:15]([CH:17]([CH3:19])[CH3:18])[CH:14]=[C:4]([CH2:5][NH:6][C:7]([O:8][C:9]([CH3:12])([CH3:11])[CH3:10])=[O:13])[CH:3]=1)(=[O:23])=[O:22], predict the reactants needed to synthesize it. The reactants are: [OH:1][C:2]1[CH:3]=[C:4]([CH:14]=[C:15]([CH:17]([CH3:19])[CH3:18])[CH:16]=1)[CH2:5][NH:6][C:7](=[O:13])[O:8][C:9]([CH3:12])([CH3:11])[CH3:10].[CH3:20][S:21](Cl)(=[O:23])=[O:22].